Dataset: Full USPTO retrosynthesis dataset with 1.9M reactions from patents (1976-2016). Task: Predict the reactants needed to synthesize the given product. (1) Given the product [CH3:38][O:37][C:35]([C:33]1[O:34][C:30]([CH2:29][N:9]2[C:10]3[C:16]4[CH:17]=[CH:18][CH:19]=[CH:20][C:15]=4[S:14][C:11]=3[C:12](=[O:13])[N:7]([OH:6])[C:8]2=[O:21])=[CH:31][CH:32]=1)=[O:36], predict the reactants needed to synthesize it. The reactants are: COC1C=C(OC)C=CC=1C[O:6][N:7]1[C:12](=[O:13])[C:11]2[S:14][C:15]3[CH:20]=[CH:19][CH:18]=[CH:17][C:16]=3[C:10]=2[NH:9][C:8]1=[O:21].Cl[CH2:29][C:30]1[O:34][C:33]([C:35]([O:37][CH3:38])=[O:36])=[CH:32][CH:31]=1. (2) Given the product [F:14][C:11]([F:12])([F:13])[C:9]1[S:10][C:6]([C:24]2[N:29]=[CH:28][N:27]=[C:26]([CH2:30][N:31]3[C:39](=[O:40])[C:38]4[C:33](=[CH:34][CH:35]=[CH:36][CH:37]=4)[C:32]3=[O:41])[CH:25]=2)=[CH:7][N:8]=1, predict the reactants needed to synthesize it. The reactants are: C([Sn](CCCC)(CCCC)[C:6]1[S:10][C:9]([C:11]([F:14])([F:13])[F:12])=[N:8][CH:7]=1)CCC.Cl[C:24]1[N:29]=[CH:28][N:27]=[C:26]([CH2:30][N:31]2[C:39](=[O:40])[C:38]3[C:33](=[CH:34][CH:35]=[CH:36][CH:37]=3)[C:32]2=[O:41])[CH:25]=1. (3) Given the product [OH:22][NH:24][C:18](=[O:20])/[CH:17]=[CH:16]/[C:11]1[CH:12]=[CH:13][CH:14]=[CH:15][C:10]=1[NH:9][C:1](=[O:8])[C:2]1[CH:7]=[CH:6][CH:5]=[CH:4][CH:3]=1, predict the reactants needed to synthesize it. The reactants are: [C:1]([NH:9][C:10]1[CH:15]=[CH:14][CH:13]=[CH:12][C:11]=1/[CH:16]=[CH:17]/[C:18]([O:20]C)=O)(=[O:8])[C:2]1[CH:7]=[CH:6][CH:5]=[CH:4][CH:3]=1.[OH-:22].[Na+].[NH2:24]O.Cl. (4) The reactants are: [Br:1][C:2]1[CH:3]=[C:4]2[C:8](=[CH:9][CH:10]=1)[CH2:7][CH:6]([C:11](OCC)=[O:12])[CH2:5]2.BrC1C=C2C(=CC=1)C(=O)CC2.[H-].[H-].[H-].[H-].[Li+].[Al+3]. Given the product [Br:1][C:2]1[CH:3]=[C:4]2[C:8](=[CH:9][CH:10]=1)[CH2:7][CH:6]([CH2:11][OH:12])[CH2:5]2, predict the reactants needed to synthesize it. (5) Given the product [F:36][CH:37]([F:50])[O:38][C:39]1[CH:44]=[CH:43][C:42]([CH2:45][O:46][CH3:47])=[CH:41][C:40]=1[CH2:48][NH:49][C:31]([NH:15][C:12]1[N:11]([C:16]2[CH:21]=[CH:20][CH:19]=[CH:18][CH:17]=2)[N:10]=[C:9]([C:6]2[CH:5]=[N:4][C:3]([O:2][CH3:1])=[N:8][CH:7]=2)[C:13]=1[CH3:14])=[O:32], predict the reactants needed to synthesize it. The reactants are: [CH3:1][O:2][C:3]1[N:8]=[CH:7][C:6]([C:9]2[C:13]([CH3:14])=[C:12]([NH2:15])[N:11]([C:16]3[CH:21]=[CH:20][CH:19]=[CH:18][CH:17]=3)[N:10]=2)=[CH:5][N:4]=1.C1(C2C=CC([CH2:31][O:32]C)=CC=2CN)CC1.[F:36][CH:37]([F:50])[O:38][C:39]1[CH:44]=[CH:43][C:42]([CH2:45][O:46][CH3:47])=[CH:41][C:40]=1[CH2:48][NH2:49]. (6) Given the product [CH3:23][N:2]([CH3:1])[C@@H:3]([CH2:16][C:17]1[CH:22]=[CH:21][CH:20]=[CH:19][CH:18]=1)[CH2:4][NH2:5], predict the reactants needed to synthesize it. The reactants are: [CH3:1][N:2]([CH3:23])[C@@H:3]([CH2:16][C:17]1[CH:22]=[CH:21][CH:20]=[CH:19][CH:18]=1)[CH2:4][N:5]1C(=O)C2C(=CC=CC=2)C1=O.O.NN. (7) Given the product [CH2:29]([N:26]([CH2:4][CH2:3][CH2:12][CH3:11])[CH2:25][C:24]([C:15]1[NH:16][C:17]([C:18]2[CH:23]=[CH:22][N:21]=[CH:20][CH:19]=2)=[C:13]([C:8]2[CH:7]=[CH:6][C:5]3[C:10](=[CH:11][CH:12]=[C:3]([O:2][CH3:1])[CH:4]=3)[CH:9]=2)[N:14]=1)([CH3:28])[CH3:27])[CH2:30][CH2:31][CH3:32], predict the reactants needed to synthesize it. The reactants are: [CH3:1][O:2][C:3]1[CH:4]=[C:5]2[C:10](=[CH:11][CH:12]=1)[CH:9]=[C:8]([C:13]1[N:14]=[C:15]([C:24]([CH3:28])([CH3:27])[CH2:25][NH2:26])[NH:16][C:17]=1[C:18]1[CH:23]=[CH:22][N:21]=[CH:20][CH:19]=1)[CH:7]=[CH:6]2.[CH:29](=O)[CH2:30][CH2:31][CH3:32]. (8) Given the product [CH:51]([C:49]1[NH:48][N:47]=[C:46]([NH:45][C:40](=[O:41])[CH2:39][C:36]2[C:35]([O:43][CH3:44])=[CH:34][C:33]([O:32][C:25]3[C:24]4[C:29](=[CH:30][CH:31]=[C:22]([F:21])[CH:23]=4)[N:28]=[CH:27][CH:26]=3)=[CH:38][N:37]=2)[CH:50]=1)([CH3:53])[CH3:52], predict the reactants needed to synthesize it. The reactants are: Cl.CN(C)CCCN=C=NCC.OC1C=CC=C[N+]=1[O-].[F:21][C:22]1[CH:23]=[C:24]2[C:29](=[CH:30][CH:31]=1)[N:28]=[CH:27][CH:26]=[C:25]2[O:32][C:33]1[CH:34]=[C:35]([O:43][CH3:44])[C:36]([CH2:39][C:40](O)=[O:41])=[N:37][CH:38]=1.[NH2:45][C:46]1[CH:50]=[C:49]([CH:51]([CH3:53])[CH3:52])[NH:48][N:47]=1.C(N(C(C)C)CC)(C)C.